This data is from Full USPTO retrosynthesis dataset with 1.9M reactions from patents (1976-2016). The task is: Predict the reactants needed to synthesize the given product. (1) Given the product [F:1][CH2:2][C@@H:3]1[C@@H:7]([C:8]2[CH:13]=[CH:12][C:11]([I:14])=[CH:10][CH:9]=2)[O:6][C:5]([CH3:16])([CH3:15])[N:4]1[C:20](=[O:21])[CH2:19][C:17]#[N:18], predict the reactants needed to synthesize it. The reactants are: [F:1][CH2:2][C@@H:3]1[C@@H:7]([C:8]2[CH:13]=[CH:12][C:11]([I:14])=[CH:10][CH:9]=2)[O:6][C:5]([CH3:16])([CH3:15])[NH:4]1.[C:17]([CH2:19][C:20](O)=[O:21])#[N:18].CN(C(ON1N=NC2C=CC=NC1=2)=[N+](C)C)C.F[P-](F)(F)(F)(F)F.C(N(CC)CC)C. (2) Given the product [NH2:10][NH:11][C:8]([C:6]1[CH:5]=[CH:4][CH:3]=[C:2]([CH3:1])[N:7]=1)=[NH:9], predict the reactants needed to synthesize it. The reactants are: [CH3:1][C:2]1[N:7]=[C:6]([C:8]#[N:9])[CH:5]=[CH:4][CH:3]=1.[NH2:10][NH2:11]. (3) Given the product [F:1][C:2]1[CH:3]=[C:4]([NH:9][C:10]2[CH:11]=[CH:12][C:13]3[N:18]([CH3:19])[C:17](=[S:35])[O:16][C:15]([CH2:23][CH3:24])([CH2:21][CH3:22])[C:14]=3[CH:25]=2)[CH:5]=[CH:6][C:7]=1[F:8], predict the reactants needed to synthesize it. The reactants are: [F:1][C:2]1[CH:3]=[C:4]([NH:9][C:10]2[CH:11]=[CH:12][C:13]3[N:18]([CH3:19])[C:17](=O)[O:16][C:15]([CH2:23][CH3:24])([CH2:21][CH3:22])[C:14]=3[CH:25]=2)[CH:5]=[CH:6][C:7]=1[F:8].COC1C=CC(P2(SP(C3C=CC(OC)=CC=3)(=S)S2)=[S:35])=CC=1. (4) Given the product [CH3:17][C:2]1([CH3:1])[CH2:10][C:9]2[NH:8][CH:7]=[C:6]([CH2:11][CH2:12][C:13]([N:32]([CH2:33][CH3:34])[CH2:30][CH3:31])=[O:15])[C:5]=2[C:4](=[O:16])[CH2:3]1, predict the reactants needed to synthesize it. The reactants are: [CH3:1][C:2]1([CH3:17])[CH2:10][C:9]2[NH:8][CH:7]=[C:6]([CH2:11][CH2:12][C:13]([OH:15])=O)[C:5]=2[C:4](=[O:16])[CH2:3]1.C(N1C=CN=C1)(N1C=CN=C1)=O.[CH2:30]([NH:32][CH2:33][CH3:34])[CH3:31]. (5) The reactants are: C(N(C(C)C)CC)(C)C.CC1C=CN=C(N)C=1C.[S:19](Cl)([C:22]1[CH:28]=[CH:27][C:25]([CH3:26])=[CH:24][CH:23]=1)(=[O:21])=[O:20].[CH2:30]([N:37]1[CH2:41][CH:40]([C:42]2[S:43][CH:44]=[C:45]([Br:47])[CH:46]=2)[CH:39]([CH2:48][OH:49])[CH2:38]1)[C:31]1[CH:36]=[CH:35][CH:34]=[CH:33][CH:32]=1. Given the product [CH2:30]([N:37]1[CH2:41][CH:40]([C:42]2[S:43][CH:44]=[C:45]([Br:47])[CH:46]=2)[CH:39]([CH2:48][O:49][S:19]([C:22]2[CH:28]=[CH:27][C:25]([CH3:26])=[CH:24][CH:23]=2)(=[O:21])=[O:20])[CH2:38]1)[C:31]1[CH:32]=[CH:33][CH:34]=[CH:35][CH:36]=1, predict the reactants needed to synthesize it. (6) The reactants are: [CH2:1]([NH2:10])[CH2:2][N:3]([CH2:7][CH2:8][NH2:9])[CH2:4][CH2:5][NH2:6].[C:11]1(=[O:17])[O:16][C:14](=[O:15])[CH2:13][CH2:12]1.Cl.CN(CCCN=C=NCC)C. Given the product [CH2:1]([NH2:10])[CH2:2][N:3]([CH2:7][CH2:8][NH2:9])[CH2:4][CH2:5][NH2:6].[C:14]1(=[O:15])[O:16][C:11](=[O:17])[CH2:12][CH2:13]1, predict the reactants needed to synthesize it. (7) Given the product [NH2:14][C:3]1[CH:4]=[C:5]([C:8]2[CH:13]=[N:12][CH:11]=[N:10][CH:9]=2)[CH:6]=[CH:7][C:2]=1[CH3:1], predict the reactants needed to synthesize it. The reactants are: [CH3:1][C:2]1[CH:7]=[CH:6][C:5]([C:8]2[CH:9]=[N:10][CH:11]=[N:12][CH:13]=2)=[CH:4][C:3]=1[N+:14]([O-])=O.